This data is from Catalyst prediction with 721,799 reactions and 888 catalyst types from USPTO. The task is: Predict which catalyst facilitates the given reaction. (1) Reactant: [OH-].[Na+].C[O:4][C:5](=[O:25])[CH2:6][CH2:7][CH2:8][CH2:9][CH2:10][CH2:11][C:12]1[O:16][N:15]=[C:14]([C:17]2[CH:22]=[CH:21][CH:20]=[CH:19][C:18]=2[O:23][CH3:24])[CH:13]=1. Product: [CH3:24][O:23][C:18]1[CH:19]=[CH:20][CH:21]=[CH:22][C:17]=1[C:14]1[CH:13]=[C:12]([CH2:11][CH2:10][CH2:9][CH2:8][CH2:7][CH2:6][C:5]([OH:25])=[O:4])[O:16][N:15]=1. The catalyst class is: 5. (2) Reactant: [CH:1]1[C:6]([CH:7]([CH2:12][NH2:13])[CH2:8][C:9](O)=[O:10])=[CH:5][CH:4]=[C:3]([Cl:14])[CH:2]=1.S(Cl)(Cl)=O.C(N(C(C)C)CC)(C)C. Product: [Cl:14][C:3]1[CH:4]=[CH:5][C:6]([CH:7]2[CH2:12][NH:13][C:9](=[O:10])[CH2:8]2)=[CH:1][CH:2]=1. The catalyst class is: 2. (3) Reactant: [H-].[Na+].[CH3:3][C:4]1[C:12]2[C:7](=[CH:8][N:9]=[CH:10][CH:11]=2)[NH:6][CH:5]=1.[NH2:13]OS(O)(=O)=O. The catalyst class is: 3. Product: [CH3:3][C:4]1[C:12]2[C:7](=[CH:8][N:9]=[CH:10][CH:11]=2)[N:6]([NH2:13])[CH:5]=1. (4) Reactant: [CH3:1][N:2]([CH3:18])[CH2:3][C@H:4]([CH3:17])[C@:5]([C:9]1[CH:14]=[CH:13][CH:12]=[C:11]([O:15][CH3:16])[CH:10]=1)([OH:8])[CH2:6][CH3:7].B(O)(O)[C@H]1N(C([C@@H](N)C(C)C)=O)CCC1.CS(O)(=O)=O.[ClH:39]. Product: [ClH:39].[CH3:18][N:2]([CH3:1])[CH2:3][C@H:4]([CH3:17])[C@:5]([C:9]1[CH:14]=[CH:13][CH:12]=[C:11]([O:15][CH3:16])[CH:10]=1)([OH:8])[CH2:6][CH3:7]. The catalyst class is: 21. (5) Reactant: [CH2:1]([N:5]1[C:9](=O)[CH:8]=[C:7]([C:11]([F:14])([F:13])[F:12])[NH:6]1)[CH2:2][CH2:3][CH3:4].COC1C=CC(P2(SP(C3C=CC(OC)=CC=3)(=S)S2)=[S:24])=CC=1. The catalyst class is: 11. Product: [CH2:1]([N:5]1[C:9](=[S:24])[CH:8]=[C:7]([C:11]([F:14])([F:13])[F:12])[NH:6]1)[CH2:2][CH2:3][CH3:4]. (6) Reactant: CC1(C)C(C)(C)OB([C:9]2[CH2:18][CH2:17][C:12]3([O:16][CH2:15][CH2:14][O:13]3)[CH2:11][CH:10]=2)O1.Cl[C:21]1[CH:22]=[CH:23][C:24]([N+:29]([O-:31])=[O:30])=[C:25]([O:27][CH3:28])[CH:26]=1.C([O-])([O-])=O.[Na+].[Na+].O. Product: [CH3:28][O:27][C:25]1[CH:26]=[C:21]([C:9]2[CH2:18][CH2:17][C:12]3([O:13][CH2:14][CH2:15][O:16]3)[CH2:11][CH:10]=2)[CH:22]=[CH:23][C:24]=1[N+:29]([O-:31])=[O:30]. The catalyst class is: 184. (7) Reactant: C[CH:2]1[C:7]2[CH:8]=[C:9]3C(C)(C)C(C)C(C)(C)[C:10]3=[CH:11][C:6]=2[CH2:5][O:4][CH2:3]1. Product: [O:4]1[C:3]2[CH:2]=[CH:7][CH:8]=[CH:9][C:10]=2[CH:11]=[CH:6][CH2:5]1. The catalyst class is: 8. (8) Product: [CH3:21][S:22]([C:25]1[CH:26]=[C:27]2[C:31](=[CH:32][CH:33]=1)[N:30]([C:34]1[N:35]=[CH:36][N:37]=[C:38]([O:40][CH:41]3[CH2:46][CH2:45][N:44]([C:11]([O:13][CH2:14][CH2:15][CH2:16][CH3:17])=[O:12])[CH2:43][CH2:42]3)[CH:39]=1)[CH2:29][CH2:28]2)(=[O:24])=[O:23]. The catalyst class is: 6. Reactant: C(N(C(C)C)CC)(C)C.Cl[C:11]([O:13][CH2:14][CH2:15][CH2:16][CH3:17])=[O:12].ClCCl.[CH3:21][S:22]([C:25]1[CH:26]=[C:27]2[C:31](=[CH:32][CH:33]=1)[N:30]([C:34]1[CH:39]=[C:38]([O:40][CH:41]3[CH2:46][CH2:45][NH:44][CH2:43][CH2:42]3)[N:37]=[CH:36][N:35]=1)[CH2:29][CH2:28]2)(=[O:24])=[O:23]. (9) Reactant: C([O:5][C:6]([CH:8]1[CH:12]([C:13]2[CH:18]=[CH:17][CH:16]=[C:15]([Cl:19])[C:14]=2[F:20])[C:11]([C:23]2[CH:28]=[CH:27][C:26]([Cl:29])=[CH:25][C:24]=2[F:30])([C:21]#[N:22])[CH:10]([CH2:31][C:32]2([CH3:38])[CH2:37][CH2:36][CH2:35][CH2:34][CH2:33]2)[NH:9]1)=[O:7])(C)(C)C.[F:39][C:40]([F:45])([F:44])[C:41]([OH:43])=[O:42]. Product: [F:39][C:40]([F:45])([F:44])[C:41]([OH:43])=[O:42].[Cl:19][C:15]1[C:14]([F:20])=[C:13]([CH:12]2[C:11]([C:23]3[CH:28]=[CH:27][C:26]([Cl:29])=[CH:25][C:24]=3[F:30])([C:21]#[N:22])[CH:10]([CH2:31][C:32]3([CH3:38])[CH2:37][CH2:36][CH2:35][CH2:34][CH2:33]3)[NH:9][CH:8]2[C:6]([OH:7])=[O:5])[CH:18]=[CH:17][CH:16]=1. The catalyst class is: 4. (10) Reactant: C[O:2][C:3]([C:5]1[CH:10]=[CH:9][N:8]2[CH:11]=[N:12][CH:13]=[C:7]2[C:6]=1[NH:14][C:15]1[CH:20]=[CH:19][C:18]([CH:21]2[CH2:24][CH2:23][CH2:22]2)=[CH:17][C:16]=1[F:25])=[O:4].[OH-].[Na+]. Product: [CH:21]1([C:18]2[CH:19]=[CH:20][C:15]([NH:14][C:6]3[C:7]4[N:8]([CH:11]=[N:12][CH:13]=4)[CH:9]=[CH:10][C:5]=3[C:3]([OH:4])=[O:2])=[C:16]([F:25])[CH:17]=2)[CH2:22][CH2:23][CH2:24]1. The catalyst class is: 211.